This data is from NCI-60 drug combinations with 297,098 pairs across 59 cell lines. The task is: Regression. Given two drug SMILES strings and cell line genomic features, predict the synergy score measuring deviation from expected non-interaction effect. Drug 1: CC1=C2C(C(=O)C3(C(CC4C(C3C(C(C2(C)C)(CC1OC(=O)C(C(C5=CC=CC=C5)NC(=O)OC(C)(C)C)O)O)OC(=O)C6=CC=CC=C6)(CO4)OC(=O)C)O)C)O. Drug 2: CS(=O)(=O)CCNCC1=CC=C(O1)C2=CC3=C(C=C2)N=CN=C3NC4=CC(=C(C=C4)OCC5=CC(=CC=C5)F)Cl. Cell line: MALME-3M. Synergy scores: CSS=14.5, Synergy_ZIP=6.40, Synergy_Bliss=15.4, Synergy_Loewe=9.94, Synergy_HSA=11.6.